From a dataset of Full USPTO retrosynthesis dataset with 1.9M reactions from patents (1976-2016). Predict the reactants needed to synthesize the given product. Given the product [NH2:67][CH:64]([CH2:63][O:62][CH:59]([CH3:61])[CH3:60])[CH2:65][NH:66][C:49]([C:45]1[N:41]2[CH:42]=[CH:43][CH:44]=[C:39]([O:38][CH2:37][C:36]3[C:35]([F:34])=[CH:55][CH:54]=[CH:53][C:52]=3[F:56])[C:40]2=[N:47][C:46]=1[CH3:48])=[O:51], predict the reactants needed to synthesize it. The reactants are: CN(C(ON1N=NC2C=CC=NC1=2)=[N+](C)C)C.F[P-](F)(F)(F)(F)F.C(N(CC)C(C)C)(C)C.[F:34][C:35]1[CH:55]=[CH:54][CH:53]=[C:52]([F:56])[C:36]=1[CH2:37][O:38][C:39]1[C:40]2[N:41]([C:45]([C:49]([OH:51])=O)=[C:46]([CH3:48])[N:47]=2)[CH:42]=[CH:43][CH:44]=1.Cl.Cl.[CH:59]([O:62][CH2:63][CH:64]([NH2:67])[CH2:65][NH2:66])([CH3:61])[CH3:60].